This data is from Catalyst prediction with 721,799 reactions and 888 catalyst types from USPTO. The task is: Predict which catalyst facilitates the given reaction. (1) Reactant: [CH3:1][NH:2][C:3](=[O:27])[C:4]1[CH:9]=[C:8]([O:10][C:11]2[CH:26]=[CH:25][C:14]3[N:15]=[C:16]([NH:18][C@H:19]4[CH2:24][CH2:23][CH2:22][NH:21][CH2:20]4)[S:17][C:13]=3[CH:12]=2)[CH:7]=[CH:6][N:5]=1.C(N(CC)CC)C.[C:35](OC(=O)C)(=[O:37])[CH3:36]. Product: [C:35]([N:21]1[CH2:22][CH2:23][CH2:24][C@H:19]([NH:18][C:16]2[S:17][C:13]3[CH:12]=[C:11]([O:10][C:8]4[CH:7]=[CH:6][N:5]=[C:4]([C:3]([NH:2][CH3:1])=[O:27])[CH:9]=4)[CH:26]=[CH:25][C:14]=3[N:15]=2)[CH2:20]1)(=[O:37])[CH3:36]. The catalyst class is: 44. (2) Reactant: N12CCCN=C1CCCCC2.[Cl:12][C:13]1[C:22]([C:23]2[N:24]([C:34]([O:36][C:37]([CH3:40])([CH3:39])[CH3:38])=[O:35])[C:25]3[C:30]([CH:31]=2)=[CH:29][C:28]([CH2:32]O)=[CH:27][CH:26]=3)=[CH:21][C:20]2[C:15](=[CH:16][CH:17]=[CH:18][CH:19]=2)[N:14]=1.C1(P([N:55]=[N+:56]=[N-:57])(C2C=CC=CC=2)=O)C=CC=CC=1. Product: [N:55]([CH2:32][C:28]1[CH:29]=[C:30]2[C:25](=[CH:26][CH:27]=1)[N:24]([C:34]([O:36][C:37]([CH3:40])([CH3:39])[CH3:38])=[O:35])[C:23]([C:22]1[C:13]([Cl:12])=[N:14][C:15]3[C:20]([CH:21]=1)=[CH:19][CH:18]=[CH:17][CH:16]=3)=[CH:31]2)=[N+:56]=[N-:57]. The catalyst class is: 1. (3) Reactant: [CH3:1][O:2][C:3]([C:5]1[N:6]=[N:7][N:8]([CH2:10][CH2:11][NH:12][C:13]([O:15]C(C)(C)C)=O)[CH:9]=1)=[O:4].FC(F)(F)C(O)=O.[CH3:27][O:28][C:29]1[CH:37]=[C:36]([C:38]([F:41])([F:40])[F:39])[CH:35]=[CH:34][C:30]=1C(O)=O.C(N(CC)C(C)C)(C)C.CN(C(ON1N=NC2C=CC=NC1=2)=[N+](C)C)C.F[P-](F)(F)(F)(F)F. Product: [CH3:1][O:2][C:3]([C:5]1[N:6]=[N:7][N:8]([CH2:10][CH2:11][NH:12][C:13](=[O:15])[C:30]2[CH:34]=[CH:35][C:36]([C:38]([F:41])([F:40])[F:39])=[CH:37][C:29]=2[O:28][CH3:27])[CH:9]=1)=[O:4]. The catalyst class is: 4. (4) Reactant: Cl.[Cl:2][C:3]1[C:4]([N:9]2[CH2:14][CH2:13][NH:12][CH2:11][CH2:10]2)=[N:5][CH:6]=[CH:7][CH:8]=1.Cl[C:16]1[NH:20][C:19]2[CH:21]=[C:22]([C:25]([F:28])([F:27])[F:26])[CH:23]=[CH:24][C:18]=2[N:17]=1.C(N(CC)C(C)C)(C)C. Product: [Cl:2][C:3]1[C:4]([N:9]2[CH2:10][CH2:11][N:12]([C:16]3[NH:20][C:19]4[CH:21]=[C:22]([C:25]([F:28])([F:27])[F:26])[CH:23]=[CH:24][C:18]=4[N:17]=3)[CH2:13][CH2:14]2)=[N:5][CH:6]=[CH:7][CH:8]=1. The catalyst class is: 23. (5) Reactant: [OH:1][C:2]1[CH:7]=[CH:6][C:5]([CH2:8][C:9]#[N:10])=[CH:4][CH:3]=1.[CH2:11](Br)[C:12]1[CH:17]=[CH:16][CH:15]=[CH:14][CH:13]=1.C(=O)([O-])[O-].[K+].[K+].CN(C)C=O. Product: [CH2:11]([O:1][C:2]1[CH:7]=[CH:6][C:5]([CH2:8][C:9]#[N:10])=[CH:4][CH:3]=1)[C:12]1[CH:17]=[CH:16][CH:15]=[CH:14][CH:13]=1. The catalyst class is: 6. (6) Product: [C:1]([O:5][C:6]([N:8]1[CH2:26][CH2:25][N:11]2[C:12](=[O:24])[C:13]3[C:18]([C@@H:10]2[CH2:9]1)=[CH:17][C:16]([C:32]1[O:33][CH:34]=[CH:35][CH:36]=1)=[CH:15][C:14]=3[C:20]([F:23])([F:22])[F:21])=[O:7])([CH3:4])([CH3:3])[CH3:2]. The catalyst class is: 109. Reactant: [C:1]([O:5][C:6]([N:8]1[CH2:26][CH2:25][N:11]2[C:12](=[O:24])[C:13]3[C:18]([C@@H:10]2[CH2:9]1)=[CH:17][C:16](Br)=[CH:15][C:14]=3[C:20]([F:23])([F:22])[F:21])=[O:7])([CH3:4])([CH3:3])[CH3:2].C([Sn](CCCC)(CCCC)[C:32]1[O:33][CH:34]=[CH:35][CH:36]=1)CCC. (7) Reactant: [NH2:1][C@@H](C1[N:11]2[C:7]([S:8][C:9]([NH:12][C:13]3[CH:18]=[CH:17][CH:16]=[C:15]([Cl:19])[CH:14]=3)=[N:10]2)=NN=1)C.[NH2:20][C:21]1[C:22]([C:32]([OH:34])=O)=[N:23][C:24]([C:27]2[CH:31]=[CH:30][O:29][CH:28]=2)=[CH:25][N:26]=1.CN(C(ON1N=NC2C=CC=CC1=2)=[N+](C)C)C.F[P-](F)(F)(F)(F)F. Product: [NH2:23][CH:22]([C:21]1[N:10]2[C@H:9]([S:8][CH:7]=[N:11]2)[N:12]([C:13]2[CH:18]=[CH:17][CH:16]=[C:15]([Cl:19])[CH:14]=2)[N:20]=1)[CH3:32].[O:29]1[CH:30]=[CH:31][C:27]([C:24]2[N:23]=[C:22]([C:32]([NH2:1])=[O:34])[CH:21]=[N:26][CH:25]=2)=[CH:28]1. The catalyst class is: 18.